From a dataset of Catalyst prediction with 721,799 reactions and 888 catalyst types from USPTO. Predict which catalyst facilitates the given reaction. Reactant: [CH3:1][C:2]1[CH:7]=[CH:6][C:5]([NH:8][C:9]2[S:10][CH:11]=[C:12]([C:14](OCC)=[O:15])[N:13]=2)=[CH:4][C:3]=1[O:19][CH2:20][CH:21]=[C:22]([CH3:24])[CH3:23].[H-].[H-].[H-].[H-].[Li+].[Al+3]. Product: [CH3:1][C:2]1[CH:7]=[CH:6][C:5]([NH:8][C:9]2[S:10][CH:11]=[C:12]([CH2:14][OH:15])[N:13]=2)=[CH:4][C:3]=1[O:19][CH2:20][CH:21]=[C:22]([CH3:24])[CH3:23]. The catalyst class is: 1.